This data is from Catalyst prediction with 721,799 reactions and 888 catalyst types from USPTO. The task is: Predict which catalyst facilitates the given reaction. (1) Reactant: [C:1]([O:4][C:5]1[CH:6]=[C:7]2[C:11](=[CH:12][CH:13]=1)[NH:10][C:9]([C:14]([O:16][CH2:17][CH3:18])=[O:15])=[CH:8]2)(=[O:3])[CH3:2].[Cl:19]N1C(=O)CCC1=O.C(=O)([O-])[O-].[K+].[K+]. Product: [C:1]([O:4][C:5]1[CH:6]=[C:7]2[C:11](=[CH:12][CH:13]=1)[NH:10][C:9]([C:14]([O:16][CH2:17][CH3:18])=[O:15])=[C:8]2[Cl:19])(=[O:3])[CH3:2]. The catalyst class is: 4. (2) Reactant: C(N(CC)CC)C.[OH:8][C:9]1[C:10]2[C:26](=[O:27])[CH2:25][CH2:24][C:11]=2[N:12]([CH2:16][C:17]([O:19][C:20]([CH3:23])([CH3:22])[CH3:21])=[O:18])[C:13](=[O:15])[CH:14]=1.[F:28][C:29]([F:48])([F:47])[S:30](N([S:30]([C:29]([F:48])([F:47])[F:28])(=[O:32])=[O:31])C1C=CC=CC=1)(=[O:32])=[O:31]. Product: [O:15]=[C:13]1[N:12]([CH2:16][C:17]([O:19][C:20]([CH3:23])([CH3:22])[CH3:21])=[O:18])[C:11]2[CH2:24][CH2:25][C:26](=[O:27])[C:10]=2[C:9]([O:8][S:30]([C:29]([F:48])([F:47])[F:28])(=[O:32])=[O:31])=[CH:14]1. The catalyst class is: 4.